The task is: Predict the reaction yield, written as a fraction of the theoretical maximum amount of product (1.0 means a 100% yield; for example, 0.34 means a 34% yield).. This data is from Reaction yield outcomes from USPTO patents with 853,638 reactions. (1) The reactants are [N:1]([CH2:4][CH2:5][NH:6][C:7]1[C:8]([C:12]2[N:16]([CH2:17][C:18]3[O:19][CH:20]=[C:21]([Br:23])[CH:22]=3)[C:15](=[O:24])[O:14][N:13]=2)=[N:9][O:10][N:11]=1)=[N+]=[N-].[I-:25].[Na+].Cl[Si](C)(C)C.S([O-])([O-])(=O)=S.[Na+].[Na+]. The catalyst is CO.O. The product is [IH:25].[NH2:1][CH2:4][CH2:5][NH:6][C:7]1[C:8]([C:12]2[N:16]([CH2:17][C:18]3[O:19][CH:20]=[C:21]([Br:23])[CH:22]=3)[C:15](=[O:24])[O:14][N:13]=2)=[N:9][O:10][N:11]=1. The yield is 0.600. (2) The reactants are [CH2:1]1[O:5][C:4]2[CH:6]=[C:7]([OH:10])[CH:8]=[CH:9][C:3]=2[O:2]1.[H-].[Na+].I[CH3:14]. The catalyst is CN(C=O)C. The product is [CH3:14][O:10][C:7]1[CH:8]=[CH:9][C:3]2[O:2][CH2:1][O:5][C:4]=2[CH:6]=1. The yield is 0.960. (3) The catalyst is CCCCO.CO. The product is [C:29]([C:33]1[CH:34]=[CH:35][C:36]([NH:37][C:2]2[C:12]3[CH2:11][CH2:10][N:9]([C:13]4[C:18]([C:19]([F:21])([F:22])[F:20])=[CH:17][CH:16]=[CH:15][N:14]=4)[CH2:8][CH2:7][C:6]=3[N:5]=[C:4]([N:23]3[CH2:28][CH2:27][O:26][CH2:25][CH2:24]3)[N:3]=2)=[CH:38][CH:39]=1)([CH3:32])([CH3:30])[CH3:31]. The reactants are Cl[C:2]1[C:12]2[CH2:11][CH2:10][N:9]([C:13]3[C:18]([C:19]([F:22])([F:21])[F:20])=[CH:17][CH:16]=[CH:15][N:14]=3)[CH2:8][CH2:7][C:6]=2[N:5]=[C:4]([N:23]2[CH2:28][CH2:27][O:26][CH2:25][CH2:24]2)[N:3]=1.[C:29]([C:33]1[CH:39]=[CH:38][C:36]([NH2:37])=[CH:35][CH:34]=1)([CH3:32])([CH3:31])[CH3:30]. The yield is 0.990.